This data is from Full USPTO retrosynthesis dataset with 1.9M reactions from patents (1976-2016). The task is: Predict the reactants needed to synthesize the given product. (1) Given the product [Cl:8][C:9]1[CH:10]=[C:11]2[C:12]([C:15](=[O:19])[C:16]3[C:17]([O:23]2)=[N:18][CH:3]=[CH:4][CH:5]=3)=[CH:13][CH:14]=1, predict the reactants needed to synthesize it. The reactants are: CN(C)/[CH:3]=[CH:4]/[CH:5]=O.[Cl:8][C:9]1[CH:14]=[CH:13][C:12]([C:15](=[O:19])[CH2:16][C:17]#[N:18])=[C:11](F)[CH:10]=1.C(O)(=[O:23])C.C(OCC)(=O)C. (2) Given the product [N:14]1[CH:19]=[CH:18][CH:17]=[C:16]([C:20]2[N:21]([CH2:2][C:3]3[C:12]4[C:7](=[CH:8][CH:9]=[CH:10][CH:11]=4)[NH:6][C:5](=[O:13])[CH:4]=3)[C:22]3[CH:28]=[CH:27][CH:26]=[CH:25][C:23]=3[N:24]=2)[CH:15]=1, predict the reactants needed to synthesize it. The reactants are: Br[CH2:2][C:3]1[C:12]2[C:7](=[CH:8][CH:9]=[CH:10][CH:11]=2)[NH:6][C:5](=[O:13])[CH:4]=1.[N:14]1[CH:19]=[CH:18][CH:17]=[C:16]([C:20]2[NH:24][C:23]3[CH:25]=[CH:26][CH:27]=[CH:28][C:22]=3[N:21]=2)[CH:15]=1. (3) Given the product [Co:1]([Cl:3])[Cl:2].[OH-:14].[Na+:15].[O-2:14].[O-2:14].[O-2:14].[O-2:14].[Co+2:17].[Co+3:1].[Co+3:1], predict the reactants needed to synthesize it. The reactants are: [Co:1]([Cl:3])[Cl:2].C1N2CN3CN(C2)CN1C3.[OH-:14].[Na+:15].[OH-].[Co+2:17].[OH-]. (4) Given the product [CH3:22][CH:20]([CH3:21])[CH2:19][C@H:15]([NH:14][C:12]([C:10]1[CH:9]=[N:8][C:7]([N:23]2[CH2:26][C:25]([F:27])([F:28])[CH2:24]2)=[C:6]([O:5][CH2:4][CH:1]2[CH2:2][CH2:3]2)[N:11]=1)=[O:13])[C:16](=[O:17])[NH:64][CH2:63][C:62]([F:66])([F:65])[F:61], predict the reactants needed to synthesize it. The reactants are: [CH:1]1([CH2:4][O:5][C:6]2[N:11]=[C:10]([C:12]([NH:14][C@@H:15]([CH2:19][CH:20]([CH3:22])[CH3:21])[C:16](O)=[O:17])=[O:13])[CH:9]=[N:8][C:7]=2[N:23]2[CH2:26][C:25]([F:28])([F:27])[CH2:24]2)[CH2:3][CH2:2]1.CN(C(ON1N=NC2C=CC=CC1=2)=[N+](C)C)C.[B-](F)(F)(F)F.CCN(C(C)C)C(C)C.Cl.[F:61][C:62]([F:66])([F:65])[CH2:63][NH2:64]. (5) Given the product [CH2:1]([CH:8]1[CH2:13][CH2:12][N:11]([CH2:14][C@H:15]2[CH2:19][CH2:18][C@@H:17]([NH:20][C:21]([C@:23]34[CH2:49][CH2:48][C@@H:47]([C:50]([CH3:52])=[CH2:51])[C@@H:24]3[C@@H:25]3[C@@:38]([CH3:41])([CH2:39][CH2:40]4)[C@@:37]4([CH3:42])[C@@H:28]([C@:29]5([CH3:46])[C@@H:34]([CH2:35][CH2:36]4)[C:33]([CH3:44])([CH3:43])[C@@H:32]([O:45][C:67](=[O:69])[CH2:68][C:63]([CH3:71])([CH3:62])[CH2:64][C:65]([OH:70])=[O:66])[CH2:31][CH2:30]5)[CH2:27][CH2:26]3)=[O:22])[CH2:16]2)[CH2:10][CH2:9]1)[C:2]1[CH:7]=[CH:6][CH:5]=[CH:4][CH:3]=1, predict the reactants needed to synthesize it. The reactants are: [CH2:1]([CH:8]1[CH2:13][CH2:12][N:11]([CH2:14][C@H:15]2[CH2:19][CH2:18][C@@H:17]([NH:20][C:21]([C@:23]34[CH2:49][CH2:48][C@@H:47]([C:50]([CH3:52])=[CH2:51])[C@@H:24]3[C@@H:25]3[C@@:38]([CH3:41])([CH2:39][CH2:40]4)[C@@:37]4([CH3:42])[C@@H:28]([C@:29]5([CH3:46])[C@@H:34]([CH2:35][CH2:36]4)[C:33]([CH3:44])([CH3:43])[C@@H:32]([OH:45])[CH2:31][CH2:30]5)[CH2:27][CH2:26]3)=[O:22])[CH2:16]2)[CH2:10][CH2:9]1)[C:2]1[CH:7]=[CH:6][CH:5]=[CH:4][CH:3]=1.CC1C=CN=C(N)C=1C.[CH3:62][C:63]1([CH3:71])[CH2:68][C:67](=[O:69])[O:66][C:65](=[O:70])[CH2:64]1. (6) Given the product [CH3:1][C:2]12[C:13](=[O:14])[C:4]([CH3:8])([CH2:5][CH2:6][CH2:7]1)[CH2:3][N:12]([CH3:15])[CH2:11]2, predict the reactants needed to synthesize it. The reactants are: [CH3:1][CH:2]1[CH2:7][CH2:6][CH2:5][CH:4]([CH3:8])[C:3]1=O.Cl.[CH3:11][NH2:12].[CH2:13]=[O:14].[C:15](O)(=O)C.